From a dataset of Full USPTO retrosynthesis dataset with 1.9M reactions from patents (1976-2016). Predict the reactants needed to synthesize the given product. (1) Given the product [Cl:10][C:11]1[CH:12]=[C:13]([CH:16]=[CH:17][C:18]=1[O:1][C:2]1[CH:9]=[CH:8][C:5]([CH:6]=[O:7])=[CH:4][CH:3]=1)[C:14]#[N:15], predict the reactants needed to synthesize it. The reactants are: [OH:1][C:2]1[CH:9]=[CH:8][C:5]([CH:6]=[O:7])=[CH:4][CH:3]=1.[Cl:10][C:11]1[CH:12]=[C:13]([CH:16]=[CH:17][C:18]=1F)[C:14]#[N:15].C(=O)([O-])[O-].[Cs+].[Cs+].CC(N(C)C)=O. (2) Given the product [F:14][C:15]1[CH:16]=[CH:17][C:18]([N:21]2[CH:25]=[C:24]([C:26]3[CH:31]=[CH:30][C:29]([F:32])=[CH:28][CH:27]=3)[N:23]=[C:22]2[CH2:33][C:34]([N:10]2[CH2:9][CH2:8][N:7]([C:2]3[N:3]=[CH:4][N:5]=[CH:6][N:1]=3)[CH2:12][CH2:11]2)=[O:35])=[CH:19][CH:20]=1, predict the reactants needed to synthesize it. The reactants are: [N:1]1[CH:6]=[N:5][CH:4]=[N:3][C:2]=1[N:7]1[CH2:12][CH2:11][NH:10][CH2:9][CH2:8]1.[Li+].[F:14][C:15]1[CH:20]=[CH:19][C:18]([N:21]2[CH:25]=[C:24]([C:26]3[CH:31]=[CH:30][C:29]([F:32])=[CH:28][CH:27]=3)[N:23]=[C:22]2[CH2:33][C:34]([O-])=[O:35])=[CH:17][CH:16]=1.CN(C(ON1N=NC2C=CC=CC1=2)=[N+](C)C)C.[B-](F)(F)(F)F.CCN(C(C)C)C(C)C. (3) The reactants are: C(OC(=O)[NH:7][C@@:8]([CH2:41][CH3:42])([CH2:36][O:37]COC)[CH2:9][CH2:10][C:11]1[CH:16]=[CH:15][C:14]([O:17][CH2:18][CH2:19][CH2:20][C:21]2[CH:26]=[CH:25][C:24]([O:27][C:28]([F:31])([F:30])[F:29])=[CH:23][CH:22]=2)=[C:13]([C:32]([F:35])([F:34])[F:33])[CH:12]=1)(C)(C)C.[ClH:44]. Given the product [ClH:44].[NH2:7][C@:8]([CH2:41][CH3:42])([CH2:9][CH2:10][C:11]1[CH:16]=[CH:15][C:14]([O:17][CH2:18][CH2:19][CH2:20][C:21]2[CH:26]=[CH:25][C:24]([O:27][C:28]([F:29])([F:30])[F:31])=[CH:23][CH:22]=2)=[C:13]([C:32]([F:33])([F:34])[F:35])[CH:12]=1)[CH2:36][OH:37], predict the reactants needed to synthesize it. (4) Given the product [OH:41][C@@H:35]1[C:34]2[C:39](=[CH:40][C:31]([C:27]([O:29][CH3:30])=[O:28])=[CH:32][CH:33]=2)[O:38][CH2:37][CH2:36]1, predict the reactants needed to synthesize it. The reactants are: CC1C=CC(S(N[C@H]([C@@H](N)C2C=CC=CC=2)C2C=CC=CC=2)(=O)=O)=CC=1.[C:27]([C:31]1[CH:40]=[C:39]2[C:34]([C:35](=[O:41])[CH2:36][CH2:37][O:38]2)=[CH:33][CH:32]=1)([O:29][CH3:30])=[O:28].C(#N)C. (5) Given the product [I:11][C:3]1[C:4]2[S:8][CH:7]=[CH:6][C:5]=2[NH:1][N:2]=1, predict the reactants needed to synthesize it. The reactants are: [NH:1]1[C:5]2[CH:6]=[CH:7][S:8][C:4]=2[CH:3]=[N:2]1.[OH-].[K+].[I:11]I. (6) Given the product [CH3:3][CH:2]([C:4]1[NH:13][C:12]2[N:11]3[CH:14]=[C:15]([C:17]4[O:19][CH:20]=[N:23][N:24]=4)[N:16]=[C:10]3[CH:9]=[CH:8][C:7]=2[C:6](=[O:22])[CH:5]=1)[CH3:1], predict the reactants needed to synthesize it. The reactants are: [CH3:1][CH:2]([C:4]1[NH:13][C:12]2[N:11]3[CH:14]=[C:15]([C:17]([O:19][CH2:20]C)=O)[N:16]=[C:10]3[CH:9]=[CH:8][C:7]=2[C:6](=[O:22])[CH:5]=1)[CH3:3].[NH2:23][NH2:24].C(OCC)(OCC)OCC.O.C1(C)C=CC(S(O)(=O)=O)=CC=1. (7) Given the product [Br:1][C:2]1[CH:3]=[C:4]2[C:9](=[CH:10][CH:11]=1)[C:8](=[O:12])[NH:7][C:6](=[O:13])/[C:5]/2=[CH:14]\[NH:18][CH:19]([C:21]1[CH:22]=[CH:23][C:24]([O:28][CH3:29])=[C:25]([OH:27])[CH:26]=1)[CH3:20], predict the reactants needed to synthesize it. The reactants are: [Br:1][C:2]1[CH:3]=[C:4]2[C:9](=[CH:10][CH:11]=1)[C:8](=[O:12])[NH:7][C:6](=[O:13])/[C:5]/2=[CH:14]/OC.Cl.[NH2:18][CH:19]([C:21]1[CH:22]=[CH:23][C:24]([O:28][CH3:29])=[C:25]([OH:27])[CH:26]=1)[CH3:20].C(N(CC)CC)C.